This data is from Peptide-MHC class II binding affinity with 134,281 pairs from IEDB. The task is: Regression. Given a peptide amino acid sequence and an MHC pseudo amino acid sequence, predict their binding affinity value. This is MHC class II binding data. (1) The peptide sequence is QYIKANSKFIGITE. The MHC is DRB3_0202 with pseudo-sequence DRB3_0202. The binding affinity (normalized) is 0.488. (2) The peptide sequence is SQDLELSWNHNGLQAY. The MHC is DRB1_0401 with pseudo-sequence DRB1_0401. The binding affinity (normalized) is 0.379. (3) The peptide sequence is PISVTAPPPQLPRPP. The MHC is HLA-DPA10201-DPB10101 with pseudo-sequence HLA-DPA10201-DPB10101. The binding affinity (normalized) is 0.122. (4) The peptide sequence is GAGGGMQRFAPLNSW. The MHC is DRB1_0301 with pseudo-sequence DRB1_0301. The binding affinity (normalized) is 0. (5) The peptide sequence is NIRQAGVQYSR. The MHC is DRB1_1302 with pseudo-sequence DRB1_1302. The binding affinity (normalized) is 0.325. (6) The peptide sequence is ISGYNFSLGAAVKAG. The MHC is DRB3_0101 with pseudo-sequence DRB3_0101. The binding affinity (normalized) is 0.0545. (7) The MHC is DRB1_1501 with pseudo-sequence DRB1_1501. The binding affinity (normalized) is 0.475. The peptide sequence is GEKQIVDKIDAAFKI.